From a dataset of NCI-60 drug combinations with 297,098 pairs across 59 cell lines. Regression. Given two drug SMILES strings and cell line genomic features, predict the synergy score measuring deviation from expected non-interaction effect. Drug 1: C1=C(C(=O)NC(=O)N1)F. Drug 2: C(=O)(N)NO. Cell line: SK-MEL-28. Synergy scores: CSS=32.3, Synergy_ZIP=6.33, Synergy_Bliss=5.69, Synergy_Loewe=-6.11, Synergy_HSA=5.34.